The task is: Predict the reactants needed to synthesize the given product.. This data is from Full USPTO retrosynthesis dataset with 1.9M reactions from patents (1976-2016). (1) Given the product [NH2:24][C@@H:20]1[CH2:21][CH2:22][CH2:23][N:18]([C:16]2[C:15]3[C:10](=[CH:11][C:12]([CH3:32])=[CH:13][CH:14]=3)[N:9]=[C:8]([C:3]3[CH:4]=[CH:5][CH:6]=[CH:7][C:2]=3[OH:1])[N:17]=2)[CH2:19]1, predict the reactants needed to synthesize it. The reactants are: [OH:1][C:2]1[CH:7]=[CH:6][CH:5]=[CH:4][C:3]=1[C:8]1[N:17]=[C:16]([N:18]2[CH2:23][CH2:22][CH2:21][C@@H:20]([NH:24]C(=O)OC(C)(C)C)[CH2:19]2)[C:15]2[C:10](=[CH:11][C:12]([CH3:32])=[CH:13][CH:14]=2)[N:9]=1.C(O)(C(F)(F)F)=O. (2) Given the product [CH3:38][S:39]([OH:42])(=[O:41])=[O:40].[Cl:1][C:2]1[CH:3]=[N:4][CH:5]=[C:6]([Cl:37])[C:7]=1[NH:8][C:9]1[NH:13][C:12]2[C:14]3[CH2:15][C:16]([CH3:35])([CH3:36])[O:17][C:18]=3[C:19]([C:21]([NH:23][C:24]3[CH:29]=[CH:28][C:27]([F:30])=[C:26]([C:31]([F:34])([F:32])[F:33])[CH:25]=3)=[O:22])=[CH:20][C:11]=2[N:10]=1, predict the reactants needed to synthesize it. The reactants are: [Cl:1][C:2]1[CH:3]=[N:4][CH:5]=[C:6]([Cl:37])[C:7]=1[NH:8][C:9]1[NH:13][C:12]2[C:14]3[CH2:15][C:16]([CH3:36])([CH3:35])[O:17][C:18]=3[C:19]([C:21]([NH:23][C:24]3[CH:29]=[CH:28][C:27]([F:30])=[C:26]([C:31]([F:34])([F:33])[F:32])[CH:25]=3)=[O:22])=[CH:20][C:11]=2[N:10]=1.[CH3:38][S:39]([OH:42])(=[O:41])=[O:40].